Dataset: Peptide-MHC class I binding affinity with 185,985 pairs from IEDB/IMGT. Task: Regression. Given a peptide amino acid sequence and an MHC pseudo amino acid sequence, predict their binding affinity value. This is MHC class I binding data. (1) The peptide sequence is ITLWQRPLV. The MHC is HLA-B44:02 with pseudo-sequence HLA-B44:02. The binding affinity (normalized) is 0. (2) The peptide sequence is NLFDWMHFL. The MHC is HLA-A02:16 with pseudo-sequence HLA-A02:16. The binding affinity (normalized) is 1.00. (3) The peptide sequence is TRAPAPFPL. The MHC is HLA-B57:01 with pseudo-sequence HLA-B57:01. The binding affinity (normalized) is 0.0847. (4) The peptide sequence is RRGLRMAK. The MHC is Mamu-B03 with pseudo-sequence Mamu-B03. The binding affinity (normalized) is 0.421. (5) The peptide sequence is IMEVLFLCW. The MHC is Mamu-B17 with pseudo-sequence Mamu-B17. The binding affinity (normalized) is 0.227.